From a dataset of Full USPTO retrosynthesis dataset with 1.9M reactions from patents (1976-2016). Predict the reactants needed to synthesize the given product. (1) Given the product [F:20][C:17]1[CH:18]=[CH:19][C:14]([C:11]2[CH:12]=[CH:13][C:8]3[N:7]=[C:25]([C:27]4[CH:32]=[CH:31][CH:30]=[C:29]([N:33]5[CH:37]=[CH:36][N:35]=[CH:34]5)[CH:28]=4)[CH2:24][C:23](=[O:38])[NH:22][C:9]=3[CH:10]=2)=[C:15]([CH3:21])[CH:16]=1, predict the reactants needed to synthesize it. The reactants are: C(OC(=O)[NH:7][C:8]1[CH:13]=[CH:12][C:11]([C:14]2[CH:19]=[CH:18][C:17]([F:20])=[CH:16][C:15]=2[CH3:21])=[CH:10][C:9]=1[NH:22][C:23](=[O:38])[CH2:24][C:25]([C:27]1[CH:32]=[CH:31][CH:30]=[C:29]([N:33]2[CH:37]=[CH:36][N:35]=[CH:34]2)[CH:28]=1)=O)(C)(C)C.C(O)(C(F)(F)F)=O. (2) Given the product [Cl:1][C:2]1[CH:3]=[C:4]([CH:18]=[CH:19][CH:20]=1)[CH2:5][NH:6][C:7]([C:9]1[CH:10]=[CH:11][C:12]2[C:16]([CH:17]=1)=[N:15][N:14]([CH2:28][CH2:27][N:25]1[CH:26]=[C:22]([Cl:21])[CH:23]=[N:24]1)[CH:13]=2)=[O:8], predict the reactants needed to synthesize it. The reactants are: [Cl:1][C:2]1[CH:3]=[C:4]([CH:18]=[CH:19][CH:20]=1)[CH2:5][NH:6][C:7]([C:9]1[CH:17]=[C:16]2[C:12]([CH:13]=[N:14][NH:15]2)=[CH:11][CH:10]=1)=[O:8].[Cl:21][C:22]1[CH:23]=[N:24][N:25]([CH2:27][CH2:28]Cl)[CH:26]=1.N1C2C(=CC=CC=2)C=N1. (3) Given the product [CH:27]1([NH:32][C:23]2[C:20]3[C:21]([NH2:22])=[N:33][NH:34][C:19]=3[CH:18]=[C:17]([C:11]3[CH:10]=[C:9]([N:4]4[CH2:5][CH2:6][O:7][CH2:8][C@H:3]4[CH2:1][CH3:2])[N:14]=[C:13]([NH:15][CH3:16])[N:12]=3)[CH:24]=2)[CH2:31][CH2:30][CH2:29][CH2:28]1, predict the reactants needed to synthesize it. The reactants are: [CH2:1]([C@@H:3]1[CH2:8][O:7][CH2:6][CH2:5][N:4]1[C:9]1[N:14]=[C:13]([NH:15][CH3:16])[N:12]=[C:11]([C:17]2[CH:24]=[C:23](F)[C:20]([C:21]#[N:22])=[C:19](F)[CH:18]=2)[CH:10]=1)[CH3:2].[CH:27]1([NH2:32])[CH2:31][CH2:30][CH2:29][CH2:28]1.[NH2:33][NH2:34].CCN(C(C)C)C(C)C. (4) Given the product [CH3:16][NH:15][CH:12]1[CH2:11][CH2:10][N:9]([C:7]2[CH:6]=[CH:5][N:4]=[C:3]([C:1]#[N:2])[CH:8]=2)[CH2:14][CH2:13]1, predict the reactants needed to synthesize it. The reactants are: [C:1]([C:3]1[CH:8]=[C:7]([N:9]2[CH2:14][CH2:13][CH:12]([N:15](C)[C:16](=O)OC(C)(C)C)[CH2:11][CH2:10]2)[CH:6]=[CH:5][N:4]=1)#[N:2].C(O)(C(F)(F)F)=O. (5) Given the product [C:1]1([N:7]([C:16]2[CH:21]=[CH:20][CH:19]=[CH:18][CH:17]=2)[C:8]2[CH:15]=[CH:14][C:11]([CH2:12][OH:13])=[CH:10][CH:9]=2)[CH:6]=[CH:5][CH:4]=[CH:3][CH:2]=1, predict the reactants needed to synthesize it. The reactants are: [C:1]1([N:7]([C:16]2[CH:21]=[CH:20][CH:19]=[CH:18][CH:17]=2)[C:8]2[CH:15]=[CH:14][C:11]([CH:12]=[O:13])=[CH:10][CH:9]=2)[CH:6]=[CH:5][CH:4]=[CH:3][CH:2]=1.[BH4-].[Na+]. (6) Given the product [Cl:3][C:4]1[CH:27]=[C:8]([C:9]([NH:10][CH2:14][CH2:15][CH2:16][CH2:17][CH2:18][CH2:19][CH2:20][C:21]([OH:23])=[O:22])=[O:26])[C:7]([OH:12])=[CH:6][CH:5]=1, predict the reactants needed to synthesize it. The reactants are: [OH-].[Na+].[Cl:3][C:4]1[CH:5]=[CH:6][C:7]2[O:12]C(=O)[N:10]([CH2:14][CH2:15][CH2:16][CH2:17][CH2:18][CH2:19][CH2:20][C:21]([O:23]CC)=[O:22])[C:9](=[O:26])[C:8]=2[CH:27]=1.